Dataset: Full USPTO retrosynthesis dataset with 1.9M reactions from patents (1976-2016). Task: Predict the reactants needed to synthesize the given product. (1) Given the product [CH3:1][O:2][C:3]1[CH:4]=[C:5]2[C:6]([C:13](=[O:14])[CH2:12][C:11]([CH3:16])([CH3:10])[O:9]2)=[CH:7][CH:8]=1, predict the reactants needed to synthesize it. The reactants are: [CH3:1][O:2][C:3]1[CH:4]=[C:5]([OH:9])[CH:6]=[CH:7][CH:8]=1.[CH3:10][C:11]([CH3:16])=[CH:12][C:13](O)=[O:14]. (2) Given the product [F:26][C:9]1[CH:8]=[C:7]([CH2:6][CH2:5][C:4]([O:3][CH2:1][CH3:2])=[O:27])[CH:25]=[CH:24][C:10]=1[O:11][CH2:12][C:13]1[CH:23]=[CH:22][CH:21]=[C:15]([O:16][CH2:17][C:18]([NH:33][CH3:31])=[O:19])[CH:14]=1, predict the reactants needed to synthesize it. The reactants are: [CH2:1]([O:3][C:4](=[O:27])[CH2:5][CH2:6][C:7]1[CH:25]=[CH:24][C:10]([O:11][CH2:12][C:13]2[CH:14]=[C:15]([CH:21]=[CH:22][CH:23]=2)[O:16][CH2:17][C:18](O)=[O:19])=[C:9]([F:26])[CH:8]=1)[CH3:2].Cl.CN.[CH2:31]([N:33](CC)CC)C.Cl.C(N=C=NCCCN(C)C)C.ON1C2C=CC=CC=2N=N1. (3) Given the product [Cl:19][CH2:18][CH2:17][CH2:16][CH2:15][C:3]1([CH2:1][CH3:2])[C:11]2[C:6](=[CH:7][CH:8]=[C:9]([F:12])[CH:10]=2)[NH:5][C:4]1=[O:13], predict the reactants needed to synthesize it. The reactants are: [CH2:1]([CH:3]1[C:11]2[C:6](=[CH:7][CH:8]=[C:9]([F:12])[CH:10]=2)[NH:5][C:4]1=[O:13])[CH3:2].Br[CH2:15][CH2:16][CH2:17][CH2:18][Cl:19].